Dataset: Peptide-MHC class II binding affinity with 134,281 pairs from IEDB. Task: Regression. Given a peptide amino acid sequence and an MHC pseudo amino acid sequence, predict their binding affinity value. This is MHC class II binding data. (1) The peptide sequence is QKSIVAYTMSLGADS. The MHC is DRB1_0101 with pseudo-sequence DRB1_0101. The binding affinity (normalized) is 0.753. (2) The peptide sequence is KTVSEGAVDIINKWQ. The MHC is HLA-DQA10201-DQB10202 with pseudo-sequence HLA-DQA10201-DQB10202. The binding affinity (normalized) is 0.191.